Dataset: Reaction yield outcomes from USPTO patents with 853,638 reactions. Task: Predict the reaction yield, written as a fraction of the theoretical maximum amount of product (1.0 means a 100% yield; for example, 0.34 means a 34% yield). (1) The reactants are B.[I:2][C:3]1[CH:4]=[C:5]([CH2:9][C:10](O)=[O:11])[CH:6]=[CH:7][CH:8]=1.[Cl-].[NH4+]. The catalyst is C1COCC1. The product is [I:2][C:3]1[CH:4]=[C:5]([CH2:9][CH2:10][OH:11])[CH:6]=[CH:7][CH:8]=1. The yield is 0.920. (2) The reactants are [Cl:1][C:2]1[CH:8]=[CH:7][C:5]([NH2:6])=[C:4]([N+:9]([O-:11])=[O:10])[CH:3]=1.[N:12]([O-])=O.[Na+].[Sn](Cl)Cl. The catalyst is Cl.O. The product is [ClH:1].[Cl:1][C:2]1[CH:8]=[CH:7][C:5]([NH:6][NH2:12])=[C:4]([N+:9]([O-:11])=[O:10])[CH:3]=1. The yield is 0.630. (3) The reactants are FC(F)(F)C([NH:5][C:6]1[N:7]=[C:8]2[CH:13]=[N:12][CH:11]=[CH:10][N:9]2[CH:14]=1)=O.N.O. The catalyst is CO. The product is [N:7]1[C:6]([NH2:5])=[CH:14][N:9]2[CH:10]=[CH:11][N:12]=[CH:13][C:8]=12. The yield is 0.440. (4) The reactants are [CH2:1]([O:3][C:4]([C:6]1[N:7]=[C:8]2[C:13]([C:14]([CH3:16])=[CH2:15])=[CH:12][C:11]([C:17]3[CH:22]=[CH:21][CH:20]=[CH:19][CH:18]=3)=[CH:10][N:9]2[CH:23]=1)=[O:5])C. The catalyst is CCO.[Pd]. The product is [CH3:1][O:3][C:4]([C:6]1[N:7]=[C:8]2[C:13]([CH:14]([CH3:16])[CH3:15])=[CH:12][C:11]([C:17]3[CH:18]=[CH:19][CH:20]=[CH:21][CH:22]=3)=[CH:10][N:9]2[CH:23]=1)=[O:5]. The yield is 0.350.